Dataset: Reaction yield outcomes from USPTO patents with 853,638 reactions. Task: Predict the reaction yield, written as a fraction of the theoretical maximum amount of product (1.0 means a 100% yield; for example, 0.34 means a 34% yield). (1) The reactants are [S:1]1[C:5]2[CH:6]=[CH:7][CH:8]=[CH:9][C:4]=2[CH:3]=[C:2]1[C:10]([NH:12][C@H:13]([C:18]([OH:20])=O)[CH2:14][CH:15]([CH3:17])[CH3:16])=[O:11].[C:21]([O:25][C:26](=[O:33])[NH:27][CH2:28][CH2:29][CH2:30][CH2:31][NH2:32])([CH3:24])([CH3:23])[CH3:22].CCN=C=NCCCN(C)C.Cl.CN1CCOCC1. The catalyst is C(Cl)Cl.C1C=C2C(N(O)N=NC2=CC=1)=O. The product is [S:1]1[C:5]2[CH:6]=[CH:7][CH:8]=[CH:9][C:4]=2[CH:3]=[C:2]1[C:10]([NH:12][C@H:13]([C:18]([NH:32][CH2:31][CH2:30][CH2:29][CH2:28][NH:27][C:26](=[O:33])[O:25][C:21]([CH3:23])([CH3:22])[CH3:24])=[O:20])[CH2:14][CH:15]([CH3:16])[CH3:17])=[O:11]. The yield is 0.660. (2) The reactants are FC(F)(F)C(O)=O.C(OC([N:15]1[CH2:18][CH:17]([C:19]([N:21]2[CH2:25][CH2:24][C@H:23]([OH:26])[CH2:22]2)=[O:20])[CH2:16]1)=O)(C)(C)C. The catalyst is ClCCl. The product is [NH:15]1[CH2:18][CH:17]([C:19]([N:21]2[CH2:25][CH2:24][C@H:23]([OH:26])[CH2:22]2)=[O:20])[CH2:16]1. The yield is 0.840. (3) The reactants are [NH2:1][C:2]1[C:3]2[N:4]([C:8]([C@@H:26]3[CH2:30][CH2:29][CH2:28][NH:27]3)=[N:9][C:10]=2[C:11]2[CH:25]=[CH:24][C:14]([C:15]([NH:17][C:18]3[CH:23]=[CH:22][CH:21]=[CH:20][N:19]=3)=[O:16])=[CH:13][CH:12]=2)[CH:5]=[CH:6][N:7]=1. The catalyst is C(O)(=O)C#CCC. The product is [NH2:1][C:2]1[C:3]2[N:4]([C:8]([C@@H:26]3[CH2:30][CH2:29][CH2:28][N:27]3[C:15](=[O:16])[C:14]#[C:13][CH2:12][CH3:11])=[N:9][C:10]=2[C:11]2[CH:25]=[CH:24][C:14]([C:15]([NH:17][C:18]3[CH:23]=[CH:22][CH:21]=[CH:20][N:19]=3)=[O:16])=[CH:13][CH:12]=2)[CH:5]=[CH:6][N:7]=1. The yield is 0.247. (4) The reactants are [N:1]12CCCN=C1CCCC[CH2:2]2.[Br:12][C:13]1[C:22]2[C:17](=[CH:18][CH:19]=[CH:20][CH:21]=2)[CH:16]=[N+:15]([O-])[CH:14]=1.C([Si](C)(C)C)#N. The catalyst is C1COCC1. The product is [Br:12][C:13]1[C:22]2[C:17](=[CH:18][CH:19]=[CH:20][CH:21]=2)[C:16]([C:2]#[N:1])=[N:15][CH:14]=1. The yield is 0.820. (5) The reactants are [F:1][C:2]1[CH:7]=[CH:6][C:5]([C:8]([C:10]2[CH:11]=[CH:12][N:13]3[C:18]=2[CH:17]=[CH:16][CH:15]=[CH:14]3)=O)=[CH:4][CH:3]=1.B.C1COCC1. The catalyst is C1COCC1. The product is [F:1][C:2]1[CH:7]=[CH:6][C:5]([CH2:8][C:10]2[CH:11]=[CH:12][N:13]3[C:18]=2[CH:17]=[CH:16][CH:15]=[CH:14]3)=[CH:4][CH:3]=1. The yield is 0.850.